This data is from Peptide-MHC class II binding affinity with 134,281 pairs from IEDB. The task is: Regression. Given a peptide amino acid sequence and an MHC pseudo amino acid sequence, predict their binding affinity value. This is MHC class II binding data. (1) The peptide sequence is MLHHWIKVEYGNLSL. The MHC is DRB3_0202 with pseudo-sequence DRB3_0202. The binding affinity (normalized) is 0. (2) The peptide sequence is NDDVDQSLIIAARNI. The MHC is DRB1_0405 with pseudo-sequence DRB1_0405. The binding affinity (normalized) is 0.155. (3) The peptide sequence is LILGDSLELELLGSK. The MHC is DRB1_0101 with pseudo-sequence DRB1_0101. The binding affinity (normalized) is 0.104. (4) The peptide sequence is RQLIKTDISMSMPKF. The MHC is DRB1_1501 with pseudo-sequence DRB1_1501. The binding affinity (normalized) is 0.508. (5) The peptide sequence is AFKVAATAANAAP. The MHC is HLA-DQA10101-DQB10501 with pseudo-sequence HLA-DQA10101-DQB10501. The binding affinity (normalized) is 0. (6) The peptide sequence is GKREKKLSEFGKAKG. The MHC is DRB5_0101 with pseudo-sequence DRB5_0101. The binding affinity (normalized) is 0.197. (7) The peptide sequence is VKFHTQAFSAHGSGR. The MHC is DRB1_0404 with pseudo-sequence DRB1_0404. The binding affinity (normalized) is 0.545.